Task: Predict the product of the given reaction.. Dataset: Forward reaction prediction with 1.9M reactions from USPTO patents (1976-2016) (1) Given the reactants Br[C:2]1[CH:29]=[CH:28][C:5]([CH2:6][NH:7][C:8]2[N:25]=[CH:24][C:23]([C:26]#[N:27])=[CH:22][C:9]=2[C:10]([NH:12][C@H:13]([C:15]2[CH:20]=[CH:19][C:18]([F:21])=[CH:17][CH:16]=2)[CH3:14])=[O:11])=[C:4]([F:30])[CH:3]=1.CC([O-])=O.[K+].CS(C)=O.[CH3:40][C:41]1([CH3:57])[C:45]([CH3:47])([CH3:46])[O:44][B:43]([B:43]2[O:44][C:45]([CH3:47])([CH3:46])[C:41]([CH3:57])([CH3:40])[O:42]2)[O:42]1, predict the reaction product. The product is: [C:26]([C:23]1[CH:24]=[N:25][C:8]([NH:7][CH2:6][C:5]2[CH:28]=[CH:29][C:2]([B:43]3[O:44][C:45]([CH3:47])([CH3:46])[C:41]([CH3:57])([CH3:40])[O:42]3)=[CH:3][C:4]=2[F:30])=[C:9]([CH:22]=1)[C:10]([NH:12][C@H:13]([C:15]1[CH:20]=[CH:19][C:18]([F:21])=[CH:17][CH:16]=1)[CH3:14])=[O:11])#[N:27]. (2) Given the reactants [CH3:1][C@H:2]1[CH2:6][CH2:5][CH2:4][N:3]1[C:7]1[C:8]([C:21]2[CH:25]=[CH:24][NH:23][CH:22]=2)=[N:9][C:10]2[C:15]([N:16]=1)=[CH:14][C:13]([C:17]([O:19]C)=[O:18])=[CH:12][CH:11]=2.[OH-].[Na+], predict the reaction product. The product is: [CH3:1][C@H:2]1[CH2:6][CH2:5][CH2:4][N:3]1[C:7]1[C:8]([C:21]2[CH:25]=[CH:24][NH:23][CH:22]=2)=[N:9][C:10]2[C:15]([N:16]=1)=[CH:14][C:13]([C:17]([OH:19])=[O:18])=[CH:12][CH:11]=2. (3) The product is: [F:26][C:23]1[CH:24]=[CH:25][C:20]([C:9]2[CH2:10][CH2:11][CH2:12][C:13]3[CH:18]=[C:17]([OH:19])[CH:16]=[CH:15][C:14]=3[C:8]=2[CH2:7][CH2:6][CH2:5][CH2:4][CH2:3][CH2:2][N:29]([CH3:28])[CH2:30][CH2:31][CH2:32][CH2:33][CH2:34][S:35]([CH2:37][CH2:38][CH2:39][C:40]([F:46])([F:45])[C:41]([F:42])([F:43])[F:44])=[O:36])=[CH:21][C:22]=1[OH:27]. Given the reactants Br[CH2:2][CH2:3][CH2:4][CH2:5][CH2:6][CH2:7][C:8]1[C:14]2[CH:15]=[CH:16][C:17]([OH:19])=[CH:18][C:13]=2[CH2:12][CH2:11][CH2:10][C:9]=1[C:20]1[CH:25]=[CH:24][C:23]([F:26])=[C:22]([OH:27])[CH:21]=1.[CH3:28][NH:29][CH2:30][CH2:31][CH2:32][CH2:33][CH2:34][S:35]([CH2:37][CH2:38][CH2:39][C:40]([F:46])([F:45])[C:41]([F:44])([F:43])[F:42])=[O:36], predict the reaction product. (4) Given the reactants Cl[C:2]1[CH:7]=[CH:6][C:5]2=[N:8][C:9]([C:11]3[CH:12]=[CH:13][C:14]([CH3:24])=[C:15]([NH:17][C:18](=[O:23])[C:19]([CH3:22])([CH3:21])[CH3:20])[CH:16]=3)=[CH:10][N:4]2[N:3]=1.[F:25][C:26]([F:37])([F:36])[C:27]1[C:32](B(O)O)=[CH:31][CH:30]=[CH:29][N:28]=1.C([O-])([O-])=O.[Na+].[Na+], predict the reaction product. The product is: [CH3:20][C:19]([CH3:22])([CH3:21])[C:18]([NH:17][C:15]1[CH:16]=[C:11]([C:9]2[N:8]=[C:5]3[N:4]([CH:10]=2)[N:3]=[C:2]([C:32]2[C:27]([C:26]([F:37])([F:36])[F:25])=[N:28][CH:29]=[CH:30][CH:31]=2)[CH:7]=[CH:6]3)[CH:12]=[CH:13][C:14]=1[CH3:24])=[O:23]. (5) Given the reactants [CH3:1][O:2][C:3]1[CH:8]=[CH:7][C:6](B(O)O)=[CH:5][CH:4]=1.C([O-])([O-])=O.[Na+].[Na+].Br[C:19]1[C:27]2[O:26][CH:25]=[CH:24][C:23]=2[CH:22]=[C:21]([CH3:28])[CH:20]=1.COCCOC, predict the reaction product. The product is: [CH3:1][O:2][C:3]1[CH:8]=[CH:7][C:6]([C:19]2[C:27]3[O:26][CH:25]=[CH:24][C:23]=3[CH:22]=[C:21]([CH3:28])[CH:20]=2)=[CH:5][CH:4]=1. (6) Given the reactants [Br:1][C:2]1[CH:7]=[C:6]([F:8])[CH:5]=[C:4]([Br:9])[C:3]=1[OH:10].[C:11](=O)([O-])[O-].[K+].[K+].S(OC)(OC)(=O)=O, predict the reaction product. The product is: [Br:1][C:2]1[CH:7]=[C:6]([F:8])[CH:5]=[C:4]([Br:9])[C:3]=1[O:10][CH3:11]. (7) Given the reactants [NH2:1][C:2]1[CH:7]=[CH:6][CH:5]=[CH:4][C:3]=1[S:8]([NH:11][C:12]1[CH:17]=[CH:16][CH:15]=[C:14]([N:18]([CH3:20])[CH3:19])[N:13]=1)(=[O:10])=[O:9].Cl[C:22](Cl)([O:24]C(=O)OC(Cl)(Cl)Cl)Cl, predict the reaction product. The product is: [CH3:19][N:18]([CH3:20])[C:14]1[N:13]=[C:12]([N:11]2[C:22](=[O:24])[NH:1][C:2]3[CH:7]=[CH:6][CH:5]=[CH:4][C:3]=3[S:8]2(=[O:9])=[O:10])[CH:17]=[CH:16][CH:15]=1. (8) Given the reactants [Cl:1][C:2]1[CH:3]=[C:4]([CH:31]=[CH:32][C:33]=1Cl)[C:5]([NH:7][CH2:8][C:9]([NH:11][C@@H:12]1[CH2:16][CH2:15][N:14]([CH:17]2[CH2:22][CH2:21][N:20]([C:23]3[CH:28]=[CH:27][C:26]([O:29][CH3:30])=[CH:25][CH:24]=3)[CH2:19][CH2:18]2)[CH2:13]1)=[O:10])=[O:6].ClC1C=C(C=CC=1Cl)C(Cl)=O, predict the reaction product. The product is: [Cl:1][C:2]1[CH:3]=[C:4]([CH:31]=[CH:32][CH:33]=1)[C:5]([NH:7][CH2:8][C:9]([NH:11][C@@H:12]1[CH2:16][CH2:15][N:14]([CH:17]2[CH2:18][CH2:19][N:20]([C:23]3[CH:24]=[CH:25][C:26]([O:29][CH3:30])=[CH:27][CH:28]=3)[CH2:21][CH2:22]2)[CH2:13]1)=[O:10])=[O:6]. (9) Given the reactants Br[CH2:2][C:3]1[CH:8]=[CH:7][CH:6]=[C:5]([F:9])[CH:4]=1.[CH2:10]([O:12][P:13]([O:17]CC)[O:14][CH2:15][CH3:16])[CH3:11], predict the reaction product. The product is: [F:9][C:5]1[CH:4]=[C:3]([CH:8]=[CH:7][CH:6]=1)[CH2:2][P:13](=[O:17])([O:14][CH2:15][CH3:16])[O:12][CH2:10][CH3:11].